From a dataset of Catalyst prediction with 721,799 reactions and 888 catalyst types from USPTO. Predict which catalyst facilitates the given reaction. (1) Reactant: [CH3:1][CH2:2][C@@H:3]([C@@H:5]1[NH:29][C:27](=[O:28])[C@H:26]([CH2:30][C:31]2[CH:36]=[CH:35][C:34]([OH:37])=[CH:33][CH:32]=2)[NH:25][C:23](=[O:24])[C@@H:22]([NH2:38])[CH2:21][S:20][S:19][CH2:18][C@@H:17]([C:39]([N:41]2[C@H:45]([C:46]([NH:48][C@H:49]([C:54]([NH:56][CH2:57][C:58]([NH2:60])=[O:59])=[O:55])[CH2:50][CH:51]([CH3:53])[CH3:52])=[O:47])[CH2:44][CH2:43][CH2:42]2)=[O:40])[NH:16][C:14](=[O:15])[C@H:13]([CH2:61][C:62]([NH2:64])=[O:63])[NH:12][C:10](=[O:11])[C@H:9]([CH2:65][CH2:66][C:67]([NH2:69])=[O:68])[NH:8][C:6]1=[O:7])[CH3:4].CC(O)=O.C1C=C2C=C(C(O)=O)C(O)=C(CC3C4C(=CC=CC=4)C=C(C(O)=O)C=3O)C2=CC=1.[Na+]. Product: [CH3:1][CH2:2][C@@H:3]([C@@H:5]1[NH:29][C:27](=[O:28])[C@H:26]([CH2:30][C:31]2[CH:36]=[CH:35][C:34]([OH:37])=[CH:33][CH:32]=2)[NH:25][C:23](=[O:24])[C@@H:22]([NH2:38])[CH2:21][S:20][S:19][CH2:18][C@@H:17]([C:39]([N:41]2[C@H:45]([C:46]([NH:48][C@H:49]([C:54]([NH:56][CH2:57][C:58]([NH2:60])=[O:59])=[O:55])[CH2:50][CH:51]([CH3:53])[CH3:52])=[O:47])[CH2:44][CH2:43][CH2:42]2)=[O:40])[NH:16][C:14](=[O:15])[C@H:13]([CH2:61][C:62]([NH2:64])=[O:63])[NH:12][C:10](=[O:11])[C@H:9]([CH2:65][CH2:66][C:67]([NH2:69])=[O:68])[NH:8][C:6]1=[O:7])[CH3:4]. The catalyst class is: 513. (2) Product: [CH2:21]([NH:28][C:4]1[CH:3]=[C:2]([Br:1])[CH:7]=[CH:6][C:5]=1[N+:8]([O-:10])=[O:9])[C:22]1[CH:27]=[CH:26][CH:25]=[CH:24][CH:23]=1. Reactant: [Br:1][C:2]1[CH:7]=[CH:6][C:5]([N+:8]([O-:10])=[O:9])=[C:4](F)[CH:3]=1.C(N(C(C)C)CC)(C)C.[CH2:21]([NH2:28])[C:22]1[CH:27]=[CH:26][CH:25]=[CH:24][CH:23]=1.O. The catalyst class is: 37.